This data is from Reaction yield outcomes from USPTO patents with 853,638 reactions. The task is: Predict the reaction yield, written as a fraction of the theoretical maximum amount of product (1.0 means a 100% yield; for example, 0.34 means a 34% yield). (1) The reactants are [H-].[Al+3].[Li+].[H-].[H-].[H-].[Cl:7][C:8]1[CH:18]=[C:17]([N+:19]([O-])=O)[C:11]2[NH:12][C:13](=[O:16])[CH2:14][O:15][C:10]=2[CH:9]=1. The catalyst is C1COCC1. The product is [NH2:19][C:17]1[C:11]2[NH:12][C:13](=[O:16])[CH2:14][O:15][C:10]=2[CH:9]=[C:8]([Cl:7])[CH:18]=1. The yield is 0.470. (2) The reactants are [CH2:1]([C:3]1[CH:29]=[CH:28][C:6]([CH2:7][O:8][C:9]2[CH:14]=[CH:13][C:12]([CH:15]3[CH2:18][N:17](C(OC(C)(C)C)=O)[CH2:16]3)=[CH:11][C:10]=2[O:26][CH3:27])=[CH:5][CH:4]=1)[CH3:2].[CH3:30][S:31]([OH:34])(=[O:33])=[O:32].C(OCC)(=O)C. The catalyst is C(O)C. The product is [CH3:30][S:31]([OH:34])(=[O:33])=[O:32].[CH2:1]([C:3]1[CH:4]=[CH:5][C:6]([CH2:7][O:8][C:9]2[CH:14]=[CH:13][C:12]([CH:15]3[CH2:18][NH:17][CH2:16]3)=[CH:11][C:10]=2[O:26][CH3:27])=[CH:28][CH:29]=1)[CH3:2]. The yield is 0.770. (3) The reactants are [O:1]([C:9]1[CH:14]=[CH:13][C:12]([C:15]([C:20]2[CH:25]=[CH:24][C:23](OS(C(F)(F)F)(=O)=O)=[C:22]([CH3:34])[CH:21]=2)([CH2:18][CH3:19])[CH2:16][CH3:17])=[CH:11][C:10]=1[CH3:35])[Si:2]([C:5]([CH3:8])([CH3:7])[CH3:6])([CH3:4])[CH3:3].CN(C=O)C.[CH3:41][C:42]([OH:46])([C:44]#[CH:45])[CH3:43]. The catalyst is CCOCC. The product is [O:1]([C:9]1[CH:14]=[CH:13][C:12]([C:15]([C:20]2[CH:25]=[CH:24][C:23]([C:45]#[C:44][C:42]([CH3:43])([OH:46])[CH3:41])=[C:22]([CH3:34])[CH:21]=2)([CH2:18][CH3:19])[CH2:16][CH3:17])=[CH:11][C:10]=1[CH3:35])[Si:2]([C:5]([CH3:7])([CH3:8])[CH3:6])([CH3:4])[CH3:3]. The yield is 0.320. (4) The reactants are [CH3:1][C@H:2]1[CH2:11][CH2:10][C:9]2[C:4](=[CH:5][CH:6]=[C:7](B3OC(C)(C)C(C)(C)O3)[C:8]=2[O:12][CH2:13][CH2:14][CH3:15])[N:3]1[C:25](=[O:27])[CH3:26].I[C:29]1[N:34]=[CH:33][C:32]([NH:35][S:36]([CH3:39])(=[O:38])=[O:37])=[CH:31][CH:30]=1.C(=O)([O-])[O-].[Cs+].[Cs+]. The catalyst is CC(C1C=C(C(C)C)C(C2C=CC=C(P(C3CCCCC3)C3CCCCC3)C=2)=C(C(C)C)C=1)C.C1C=[C-]C(C2C(N)=CC=CC=2)=CC=1.Cl[Pd+].O1CCOCC1.O. The product is [C:25]([N:3]1[C:4]2[C:9](=[C:8]([O:12][CH2:13][CH2:14][CH3:15])[C:7]([C:29]3[N:34]=[CH:33][C:32]([NH:35][S:36]([CH3:39])(=[O:37])=[O:38])=[CH:31][CH:30]=3)=[CH:6][CH:5]=2)[CH2:10][CH2:11][C@@H:2]1[CH3:1])(=[O:27])[CH3:26]. The yield is 0.110.